From a dataset of Cav3 T-type calcium channel HTS with 100,875 compounds. Binary Classification. Given a drug SMILES string, predict its activity (active/inactive) in a high-throughput screening assay against a specified biological target. (1) The molecule is o1c(nc(N2CCN(CC2)C)c(c1=O)C#N)N(C)C. The result is 0 (inactive). (2) The drug is O(C(=O)c1c2n([nH]c1)c(=O)cc(n2)C)C. The result is 0 (inactive).